From a dataset of Choline transporter screen with 302,306 compounds. Binary Classification. Given a drug SMILES string, predict its activity (active/inactive) in a high-throughput screening assay against a specified biological target. The compound is Brc1cc2c(CCN3C(=O)c4c(C3=O)cccc4[N+]([O-])=O)c([nH]c2cc1)C(O)=O. The result is 0 (inactive).